From a dataset of Full USPTO retrosynthesis dataset with 1.9M reactions from patents (1976-2016). Predict the reactants needed to synthesize the given product. (1) Given the product [C:15]([C:17]1[CH:18]=[C:19]([N:23]2[CH2:28][CH2:27][N:26]([C:12]([C:11]3[N:7]([C:1]4[CH:2]=[CH:3][CH:4]=[CH:5][CH:6]=4)[CH:8]=[N:9][CH:10]=3)=[O:14])[CH2:25][CH2:24]2)[CH:20]=[CH:21][CH:22]=1)#[N:16], predict the reactants needed to synthesize it. The reactants are: [C:1]1([N:7]2[C:11]([C:12]([OH:14])=O)=[CH:10][N:9]=[CH:8]2)[CH:6]=[CH:5][CH:4]=[CH:3][CH:2]=1.[C:15]([C:17]1[CH:18]=[C:19]([N:23]2[CH2:28][CH2:27][NH:26][CH2:25][CH2:24]2)[CH:20]=[CH:21][CH:22]=1)#[N:16].Cl.CN(C)CCCN=C=NCC.O.ON1C2C=CC=CC=2N=N1. (2) The reactants are: [O-]CC.[Na+].Cl.[C:6]([C:9]1[CH:14]=[CH:13][N:12]=[CH:11][CH:10]=1)(=[NH:8])[NH2:7].[CH:15]([CH:17]([CH:23]=O)[C:18]([O:20][CH2:21][CH3:22])=[O:19])=O.ClCCl. Given the product [N:12]1[CH:13]=[CH:14][C:9]([C:6]2[N:7]=[CH:23][C:17]([C:18]([O:20][CH2:21][CH3:22])=[O:19])=[CH:15][N:8]=2)=[CH:10][CH:11]=1, predict the reactants needed to synthesize it. (3) Given the product [Br:9][CH2:8][C:5]1[CH:4]=[CH:3][C:2]([F:1])=[CH:7][N:6]=1, predict the reactants needed to synthesize it. The reactants are: [F:1][C:2]1[CH:3]=[CH:4][C:5]([CH3:8])=[N:6][CH:7]=1.[Br:9]N1C(=O)CCC1=O.C(OOC(=O)C1C=CC=CC=1)(=O)C1C=CC=CC=1. (4) Given the product [Cl:32][CH2:33][C:34]([NH:1][C:2]1[CH:7]=[CH:6][CH:5]=[C:4]([C:8]2[C:9]([CH:29]3[CH2:31][CH2:30]3)=[N:10][C:11]([N:16]3[CH2:21][CH2:20][N:19]([C:22](=[O:27])[CH2:23][CH2:24][O:25][CH3:26])[C@H:18]([CH3:28])[CH2:17]3)=[C:12]([C:13]#[N:14])[CH:15]=2)[CH:3]=1)=[O:35], predict the reactants needed to synthesize it. The reactants are: [NH2:1][C:2]1[CH:3]=[C:4]([C:8]2[C:9]([CH:29]3[CH2:31][CH2:30]3)=[N:10][C:11]([N:16]3[CH2:21][CH2:20][N:19]([C:22](=[O:27])[CH2:23][CH2:24][O:25][CH3:26])[C@H:18]([CH3:28])[CH2:17]3)=[C:12]([CH:15]=2)[C:13]#[N:14])[CH:5]=[CH:6][CH:7]=1.[Cl:32][CH2:33][C:34](Cl)=[O:35]. (5) Given the product [CH3:1][O:2][C:3]1[CH:4]=[CH:5][C:6]([CH:9]=[CH:10][C:11]([NH:21][CH:17]([CH2:18][CH2:19][CH3:20])[CH2:16][CH:15]([CH3:22])[CH3:14])=[O:13])=[CH:7][CH:8]=1, predict the reactants needed to synthesize it. The reactants are: [CH3:1][O:2][C:3]1[CH:8]=[CH:7][C:6]([CH:9]=[CH:10][C:11]([OH:13])=O)=[CH:5][CH:4]=1.[CH3:14][CH:15]([CH3:22])[CH2:16][CH:17]([NH2:21])[CH2:18][CH2:19][CH3:20]. (6) The reactants are: [C:1]([C:5]1[CH:9]=[C:8]([NH2:10])[N:7]([C:11]2[CH:12]=[N:13][C:14]([CH3:17])=[CH:15][CH:16]=2)[N:6]=1)([CH3:4])([CH3:3])[CH3:2].C(=O)([O-])[O-].[K+].[K+].Cl[C:25]([O:27][C:28]1[CH:33]=[CH:32][CH:31]=[CH:30][CH:29]=1)=[O:26]. Given the product [C:1]([C:5]1[CH:9]=[C:8]([NH:10][C:25](=[O:26])[O:27][C:28]2[CH:33]=[CH:32][CH:31]=[CH:30][CH:29]=2)[N:7]([C:11]2[CH:12]=[N:13][C:14]([CH3:17])=[CH:15][CH:16]=2)[N:6]=1)([CH3:4])([CH3:3])[CH3:2], predict the reactants needed to synthesize it. (7) Given the product [Cl:1][C:2]1[N:7]=[CH:6][C:5]([O:8][C:9]([CH3:13])([CH3:12])[CH2:10][N:33]([CH3:34])[CH3:32])=[CH:4][CH:3]=1, predict the reactants needed to synthesize it. The reactants are: [Cl:1][C:2]1[N:7]=[CH:6][C:5]([O:8][C:9]([CH3:13])([CH3:12])[CH:10]=O)=[CH:4][CH:3]=1.C(O[BH-](OC(=O)C)OC(=O)C)(=O)C.[Na+].C(O)(=O)C.[CH3:32][NH:33][CH3:34].C(=O)(O)[O-].[Na+]. (8) Given the product [CH2:34]([O:33][CH2:32][C@H:14]([NH:13][C:10](=[O:12])[CH2:9][N:6]1[CH2:5][CH2:4][CH:3]([CH3:2])[CH2:8][CH2:7]1)[C:15]([NH:17][C:18]1[CH:23]=[CH:22][C:21]([O:24][C:25]2[CH:30]=[CH:29][C:28]([F:31])=[CH:27][CH:26]=2)=[CH:20][CH:19]=1)=[O:16])[C:35]1[CH:40]=[CH:39][CH:38]=[CH:37][CH:36]=1, predict the reactants needed to synthesize it. The reactants are: Cl.[CH3:2][CH:3]1[CH2:8][CH2:7][N:6]([CH2:9][C:10]([OH:12])=O)[CH2:5][CH2:4]1.[NH2:13][C@@H:14]([CH2:32][O:33][CH2:34][C:35]1[CH:40]=[CH:39][CH:38]=[CH:37][CH:36]=1)[C:15]([NH:17][C:18]1[CH:23]=[CH:22][C:21]([O:24][C:25]2[CH:30]=[CH:29][C:28]([F:31])=[CH:27][CH:26]=2)=[CH:20][CH:19]=1)=[O:16]. (9) Given the product [CH3:3][O:4][C:5]1[CH:13]=[CH:12][C:8]([CH2:9][N:10]2[C:21]([OH:26])=[CH:22][C:23]([CH3:25])=[N:11]2)=[CH:7][CH:6]=1, predict the reactants needed to synthesize it. The reactants are: Cl.Cl.[CH3:3][O:4][C:5]1[CH:13]=[CH:12][C:8]([CH2:9][NH:10][NH2:11])=[CH:7][CH:6]=1.C(N(CC)CC)C.[C:21](OC)(=[O:26])[CH2:22][C:23]([CH3:25])=O.